From a dataset of NCI-60 drug combinations with 297,098 pairs across 59 cell lines. Regression. Given two drug SMILES strings and cell line genomic features, predict the synergy score measuring deviation from expected non-interaction effect. (1) Drug 2: CCN(CC)CCNC(=O)C1=C(NC(=C1C)C=C2C3=C(C=CC(=C3)F)NC2=O)C. Drug 1: CCC1=CC2CC(C3=C(CN(C2)C1)C4=CC=CC=C4N3)(C5=C(C=C6C(=C5)C78CCN9C7C(C=CC9)(C(C(C8N6C)(C(=O)OC)O)OC(=O)C)CC)OC)C(=O)OC.C(C(C(=O)O)O)(C(=O)O)O. Cell line: NCI-H522. Synergy scores: CSS=57.1, Synergy_ZIP=0.566, Synergy_Bliss=1.59, Synergy_Loewe=-16.9, Synergy_HSA=-0.139. (2) Drug 1: CC1C(C(CC(O1)OC2CC(OC(C2O)C)OC3=CC4=CC5=C(C(=O)C(C(C5)C(C(=O)C(C(C)O)O)OC)OC6CC(C(C(O6)C)O)OC7CC(C(C(O7)C)O)OC8CC(C(C(O8)C)O)(C)O)C(=C4C(=C3C)O)O)O)O. Drug 2: C1=NC2=C(N1)C(=S)N=CN2. Cell line: MALME-3M. Synergy scores: CSS=34.7, Synergy_ZIP=-3.46, Synergy_Bliss=-2.21, Synergy_Loewe=-1.60, Synergy_HSA=0.183. (3) Drug 1: C1=CC(=CC=C1CCC2=CNC3=C2C(=O)NC(=N3)N)C(=O)NC(CCC(=O)O)C(=O)O. Drug 2: CCC1(C2=C(COC1=O)C(=O)N3CC4=CC5=C(C=CC(=C5CN(C)C)O)N=C4C3=C2)O.Cl. Cell line: HCT116. Synergy scores: CSS=60.2, Synergy_ZIP=-2.34, Synergy_Bliss=-3.51, Synergy_Loewe=-0.784, Synergy_HSA=1.33. (4) Drug 1: CNC(=O)C1=CC=CC=C1SC2=CC3=C(C=C2)C(=NN3)C=CC4=CC=CC=N4. Drug 2: CC1=C(C(=O)C2=C(C1=O)N3CC4C(C3(C2COC(=O)N)OC)N4)N. Cell line: SR. Synergy scores: CSS=64.8, Synergy_ZIP=-2.81, Synergy_Bliss=-5.33, Synergy_Loewe=-6.65, Synergy_HSA=-3.56. (5) Drug 1: C1CN(CCN1C(=O)CCBr)C(=O)CCBr. Drug 2: CC1=C(C(=O)C2=C(C1=O)N3CC4C(C3(C2COC(=O)N)OC)N4)N. Cell line: OVCAR3. Synergy scores: CSS=37.4, Synergy_ZIP=-9.59, Synergy_Bliss=-6.99, Synergy_Loewe=-2.43, Synergy_HSA=-0.983. (6) Drug 1: C1=NC2=C(N1)C(=S)N=CN2. Drug 2: C1CN(P(=O)(OC1)NCCCl)CCCl. Cell line: LOX IMVI. Synergy scores: CSS=62.7, Synergy_ZIP=-1.74, Synergy_Bliss=-2.22, Synergy_Loewe=-26.9, Synergy_HSA=0.149. (7) Drug 1: C1=CC(=CC=C1CCCC(=O)O)N(CCCl)CCCl. Drug 2: C1=NC2=C(N=C(N=C2N1C3C(C(C(O3)CO)O)O)F)N. Cell line: MCF7. Synergy scores: CSS=23.8, Synergy_ZIP=-8.85, Synergy_Bliss=-5.03, Synergy_Loewe=-8.35, Synergy_HSA=-6.47. (8) Drug 1: C1=NC2=C(N=C(N=C2N1C3C(C(C(O3)CO)O)O)F)N. Drug 2: C1=CC=C(C=C1)NC(=O)CCCCCCC(=O)NO. Cell line: A549. Synergy scores: CSS=3.47, Synergy_ZIP=-1.80, Synergy_Bliss=-0.759, Synergy_Loewe=-13.3, Synergy_HSA=-4.77. (9) Drug 1: CN(C)C1=NC(=NC(=N1)N(C)C)N(C)C. Drug 2: CN(CCCl)CCCl.Cl. Cell line: HS 578T. Synergy scores: CSS=-4.87, Synergy_ZIP=5.46, Synergy_Bliss=10.3, Synergy_Loewe=0.207, Synergy_HSA=1.06.